Dataset: Forward reaction prediction with 1.9M reactions from USPTO patents (1976-2016). Task: Predict the product of the given reaction. (1) Given the reactants C[O:2][C:3](=[O:18])[C@@H:4]([O:15][CH2:16][CH3:17])[CH2:5][C:6]1[CH:7]=[C:8]2[C:12](=[CH:13][CH:14]=1)[NH:11][CH:10]=[CH:9]2.Cl[CH2:20][C:21]1[N:22]=[C:23]([C:27]2[CH:32]=[C:31]([O:33][CH3:34])[CH:30]=[C:29]([O:35][CH3:36])[CH:28]=2)[O:24][C:25]=1[CH3:26], predict the reaction product. The product is: [CH3:36][O:35][C:29]1[CH:28]=[C:27]([C:23]2[O:24][C:25]([CH3:26])=[C:21]([CH2:20][N:11]3[C:12]4[C:8](=[CH:7][C:6]([CH2:5][C@H:4]([O:15][CH2:16][CH3:17])[C:3]([OH:2])=[O:18])=[CH:14][CH:13]=4)[CH:9]=[CH:10]3)[N:22]=2)[CH:32]=[C:31]([O:33][CH3:34])[CH:30]=1. (2) Given the reactants C[O:2][CH:3]([O:17]C)[CH2:4][CH2:5][CH2:6][O:7][CH2:8][CH2:9][CH2:10][CH2:11][CH2:12][CH2:13][CH2:14][CH2:15][CH3:16].CC(C)=O.OS(O)(=O)=O.O=[Cr](=O)=O.C(O)(C)C.[OH-].[Na+], predict the reaction product. The product is: [CH2:8]([O:7][CH2:6][CH2:5][CH2:4][C:3]([OH:17])=[O:2])[CH2:9][CH2:10][CH2:11][CH2:12][CH2:13][CH2:14][CH2:15][CH3:16].